This data is from NCI-60 drug combinations with 297,098 pairs across 59 cell lines. The task is: Regression. Given two drug SMILES strings and cell line genomic features, predict the synergy score measuring deviation from expected non-interaction effect. (1) Drug 1: CCC1=C2CN3C(=CC4=C(C3=O)COC(=O)C4(CC)O)C2=NC5=C1C=C(C=C5)O. Drug 2: CCN(CC)CCCC(C)NC1=C2C=C(C=CC2=NC3=C1C=CC(=C3)Cl)OC. Cell line: OVCAR-5. Synergy scores: CSS=28.9, Synergy_ZIP=-4.92, Synergy_Bliss=1.31, Synergy_Loewe=-3.01, Synergy_HSA=3.78. (2) Drug 1: CCCCC(=O)OCC(=O)C1(CC(C2=C(C1)C(=C3C(=C2O)C(=O)C4=C(C3=O)C=CC=C4OC)O)OC5CC(C(C(O5)C)O)NC(=O)C(F)(F)F)O. Drug 2: N.N.Cl[Pt+2]Cl. Cell line: TK-10. Synergy scores: CSS=25.5, Synergy_ZIP=0.0484, Synergy_Bliss=1.59, Synergy_Loewe=-18.1, Synergy_HSA=-2.85. (3) Drug 1: CC1=CC2C(CCC3(C2CCC3(C(=O)C)OC(=O)C)C)C4(C1=CC(=O)CC4)C. Drug 2: CCCCC(=O)OCC(=O)C1(CC(C2=C(C1)C(=C3C(=C2O)C(=O)C4=C(C3=O)C=CC=C4OC)O)OC5CC(C(C(O5)C)O)NC(=O)C(F)(F)F)O. Cell line: A549. Synergy scores: CSS=2.91, Synergy_ZIP=-4.32, Synergy_Bliss=-5.57, Synergy_Loewe=-3.90, Synergy_HSA=-4.12. (4) Drug 1: CC(C)CN1C=NC2=C1C3=CC=CC=C3N=C2N. Drug 2: CC12CCC3C(C1CCC2OP(=O)(O)O)CCC4=C3C=CC(=C4)OC(=O)N(CCCl)CCCl.[Na+]. Cell line: MALME-3M. Synergy scores: CSS=3.31, Synergy_ZIP=-0.515, Synergy_Bliss=-0.312, Synergy_Loewe=1.67, Synergy_HSA=-1.03. (5) Drug 1: C1CN1P(=S)(N2CC2)N3CC3. Drug 2: CN1C2=C(C=C(C=C2)N(CCCl)CCCl)N=C1CCCC(=O)O.Cl. Cell line: SF-268. Synergy scores: CSS=6.10, Synergy_ZIP=-2.46, Synergy_Bliss=-0.203, Synergy_Loewe=-6.86, Synergy_HSA=-1.93. (6) Drug 1: CC1=C(C(CCC1)(C)C)C=CC(=CC=CC(=CC(=O)O)C)C. Drug 2: CC1CCCC2(C(O2)CC(NC(=O)CC(C(C(=O)C(C1O)C)(C)C)O)C(=CC3=CSC(=N3)C)C)C. Cell line: NCI/ADR-RES. Synergy scores: CSS=4.86, Synergy_ZIP=-0.507, Synergy_Bliss=1.27, Synergy_Loewe=-17.0, Synergy_HSA=-2.56. (7) Drug 1: COC1=CC(=CC(=C1O)OC)C2C3C(COC3=O)C(C4=CC5=C(C=C24)OCO5)OC6C(C(C7C(O6)COC(O7)C8=CC=CS8)O)O. Drug 2: CC1C(C(CC(O1)OC2CC(CC3=C2C(=C4C(=C3O)C(=O)C5=C(C4=O)C(=CC=C5)OC)O)(C(=O)C)O)N)O.Cl. Cell line: A498. Synergy scores: CSS=28.7, Synergy_ZIP=-5.66, Synergy_Bliss=-4.60, Synergy_Loewe=-2.02, Synergy_HSA=-1.23.